This data is from Catalyst prediction with 721,799 reactions and 888 catalyst types from USPTO. The task is: Predict which catalyst facilitates the given reaction. (1) Reactant: C(OC([C@@H:11]([CH2:39][C:40]1[CH:45]=[CH:44][CH:43]=[CH:42][CH:41]=1)[C@@H:12]([C@H:21]1[CH2:25][C@@H:24]([S:26]([CH2:29][CH2:30][CH3:31])(=[O:28])=[O:27])[CH2:23][N:22]1C(OC(C)(C)C)=O)[O:13][Si](C(C)(C)C)(C)C)=O)C1C=CC=CC=1.[C:46]([NH:49][C@:50]1([C@@H:105]([CH2:107][CH3:108])[CH3:106])[CH2:54][CH2:53][N:52]([C@@H:55]([CH2:96][CH2:97][C:98]2[CH:103]=[CH:102][CH:101]=[CH:100][CH:99]=2)[C:56]([NH:58][C@@H](CC2C=C(F)C=C(F)C=2)[C@@H]([C@H]2C[C@H](OC3C=CC=CN=3)CN2C(C2C=CC=CC=2)C2C=CC=CC=2)O)=[O:57])[C:51]1=[O:104])(=[O:48])[CH3:47].OOS([O-])=O.[K+]. Product: [C:46]([NH:49][C@:50]1([C@@H:105]([CH2:107][CH3:108])[CH3:106])[CH2:54][CH2:53][N:52]([C@@H:55]([CH2:96][CH2:97][C:98]2[CH:103]=[CH:102][CH:101]=[CH:100][CH:99]=2)[C:56]([NH:58][C@@H:11]([CH2:39][C:40]2[CH:41]=[CH:42][CH:43]=[CH:44][CH:45]=2)[C@H:12]([OH:13])[C@H:21]2[CH2:25][C@@H:24]([S:26]([CH2:29][CH2:30][CH3:31])(=[O:27])=[O:28])[CH2:23][NH:22]2)=[O:57])[C:51]1=[O:104])(=[O:48])[CH3:47]. The catalyst class is: 24. (2) Reactant: Cl.[CH2:2]([N:9]1[CH2:14][CH2:13][C:12](=O)[CH:11]([C:16]([O:18][CH2:19][CH3:20])=[O:17])[CH2:10]1)[C:3]1[CH:8]=[CH:7][CH:6]=[CH:5][CH:4]=1.Cl.[CH3:22][O:23][NH2:24]. Product: [CH2:2]([N:9]1[CH2:14][CH2:13][C:12](=[N:24][O:23][CH3:22])[CH:11]([C:16]([O:18][CH2:19][CH3:20])=[O:17])[CH2:10]1)[C:3]1[CH:8]=[CH:7][CH:6]=[CH:5][CH:4]=1. The catalyst class is: 436. (3) Reactant: [N+:1]([C:4]([N+:8]([O-:10])=[O:9])([CH3:7])[CH2:5][OH:6])([O-:3])=[O:2].[CH2:11]1OCO[CH2:13][O:12]1.S(=O)(=O)(O)O. Product: [CH3:5][C:4]([N+:8]([O-:10])=[O:9])([N+:1]([O-:3])=[O:2])[CH2:11][O:12][CH2:13][O:6][CH2:5][C:4]([N+:8]([O-:10])=[O:9])([N+:1]([O-:3])=[O:2])[CH3:7]. The catalyst class is: 2. (4) Reactant: [Cl:1][C:2]1[CH:11]=[CH:10][C:5]([C:6]([O:8][CH3:9])=[O:7])=[C:4]([NH:12][CH2:13][CH2:14][CH2:15][OH:16])[C:3]=1[NH:17][C:18](=S)[NH:19][C:20]1[CH:21]=[N:22][C:23]([N:27]([CH3:29])[CH3:28])=[CH:24][C:25]=1[CH3:26].Cl.C(N=C=NCCCN(C)C)C.C(N(CC)CC)C. Product: [Cl:1][C:2]1[C:3]2[N:17]=[C:18]([NH:19][C:20]3[CH:21]=[N:22][C:23]([N:27]([CH3:29])[CH3:28])=[CH:24][C:25]=3[CH3:26])[N:12]([CH2:13][CH2:14][CH2:15][OH:16])[C:4]=2[C:5]([C:6]([O:8][CH3:9])=[O:7])=[CH:10][CH:11]=1. The catalyst class is: 685.